The task is: Predict the reactants needed to synthesize the given product.. This data is from Full USPTO retrosynthesis dataset with 1.9M reactions from patents (1976-2016). (1) Given the product [F:29][C:30]([F:35])([F:34])[C:31]([OH:33])=[O:32].[N:1]1[CH:6]=[CH:5][CH:4]=[C:3]([C:7]2[CH:8]=[C:9]3[C:14](=[CH:15][CH:16]=2)[N:13]2[CH:18]=[N:20][N:21]=[C:12]2[CH2:11][CH2:10]3)[CH:2]=1, predict the reactants needed to synthesize it. The reactants are: [N:1]1[CH:6]=[CH:5][CH:4]=[C:3]([C:7]2[CH:8]=[C:9]3[C:14](=[CH:15][CH:16]=2)[NH:13][C:12](=S)[CH2:11][CH2:10]3)[CH:2]=1.[CH:18]([NH:20][NH2:21])=O.C1(O)CCCCC1.[F:29][C:30]([F:35])([F:34])[C:31]([OH:33])=[O:32]. (2) Given the product [CH3:16][C:17]1[CH:22]=[CH:21][C:20]([C:2]2[C:3]3[N:4]([CH:13]=[CH:14][N:15]=3)[CH:5]=[C:6]([C:8]([OH:10])=[O:9])[CH:7]=2)=[CH:19][CH:18]=1, predict the reactants needed to synthesize it. The reactants are: Br[C:2]1[C:3]2[N:4]([CH:13]=[CH:14][N:15]=2)[CH:5]=[C:6]([C:8]([O:10]CC)=[O:9])[CH:7]=1.[CH3:16][C:17]1[CH:22]=[CH:21][C:20](B(O)O)=[CH:19][CH:18]=1.C(=O)([O-])[O-].[K+].[K+].[OH-].[Na+]. (3) Given the product [CH3:1][O:2][CH2:3][CH2:4][NH:5][S:6](=[O:8])(=[O:7])[NH2:9], predict the reactants needed to synthesize it. The reactants are: [CH3:1][O:2][CH2:3][CH2:4][NH2:5].[S:6](N)([NH2:9])(=[O:8])=[O:7]. (4) The reactants are: Cl.[CH2:2]1[C:11]2[C:6](=[CH:7][CH:8]=[CH:9][CH:10]=2)[CH2:5][C@H:4]([C:12]([NH:14][C@H:15]([C:17]2[CH:26]=[CH:25][C:20]([C:21]([O:23][CH3:24])=[O:22])=[CH:19][CH:18]=2)[CH3:16])=[O:13])[NH:3]1.[F:27][C:28]1[CH:37]=[CH:36][C:31]([O:32][CH2:33][CH:34]=O)=[CH:30][CH:29]=1.C(O[BH-](OC(=O)C)OC(=O)C)(=O)C.[Na+]. Given the product [F:27][C:28]1[CH:37]=[CH:36][C:31]([O:32][CH2:33][CH2:34][N:3]2[C@@H:4]([C:12]([NH:14][C@H:15]([C:17]3[CH:18]=[CH:19][C:20]([C:21]([O:23][CH3:24])=[O:22])=[CH:25][CH:26]=3)[CH3:16])=[O:13])[CH2:5][C:6]3[C:11](=[CH:10][CH:9]=[CH:8][CH:7]=3)[CH2:2]2)=[CH:30][CH:29]=1, predict the reactants needed to synthesize it. (5) Given the product [C:17]1([CH3:20])[CH:16]=[CH:15][C:14]([N:6]2[C:5]([C:3]([OH:4])=[O:2])=[CH:9][C:8]([Si:10]([CH3:13])([CH3:12])[CH3:11])=[N:7]2)=[CH:19][CH:18]=1, predict the reactants needed to synthesize it. The reactants are: C[O:2][C:3]([C:5]1[N:6]([C:14]2[CH:19]=[CH:18][C:17]([CH3:20])=[CH:16][CH:15]=2)[N:7]=[C:8]([Si:10]([CH3:13])([CH3:12])[CH3:11])[CH:9]=1)=[O:4].[OH-].[Na+].